Task: Predict the reactants needed to synthesize the given product.. Dataset: Full USPTO retrosynthesis dataset with 1.9M reactions from patents (1976-2016) (1) Given the product [NH:1]1[C:9]2[C:4](=[CH:5][CH:6]=[CH:7][CH:8]=2)[CH:3]=[C:2]1[C:10]([NH2:20])=[O:12], predict the reactants needed to synthesize it. The reactants are: [NH:1]1[C:9]2[C:4](=[CH:5][CH:6]=[CH:7][CH:8]=2)[CH:3]=[C:2]1[C:10]([OH:12])=O.C(Cl)(=O)C(Cl)=O.C[N:20](C=O)C. (2) Given the product [F:37][C:31]1[CH:32]=[CH:33][C:34]([F:36])=[CH:35][C:30]=1[S:27]([NH:26][C:22]1[C:21]([F:38])=[C:20]([C:10]2[N:11]=[C:12]([N:14]3[CH2:19][CH2:18][O:17][CH2:16][CH2:15]3)[S:13][C:9]=2[C:7]2[CH:6]=[CH:5][N:4]=[C:3]([CH2:2][NH:1][C:39](=[O:41])[CH3:40])[N:8]=2)[CH:25]=[CH:24][CH:23]=1)(=[O:28])=[O:29], predict the reactants needed to synthesize it. The reactants are: [NH2:1][CH2:2][C:3]1[N:8]=[C:7]([C:9]2[S:13][C:12]([N:14]3[CH2:19][CH2:18][O:17][CH2:16][CH2:15]3)=[N:11][C:10]=2[C:20]2[C:21]([F:38])=[C:22]([NH:26][S:27]([C:30]3[CH:35]=[C:34]([F:36])[CH:33]=[CH:32][C:31]=3[F:37])(=[O:29])=[O:28])[CH:23]=[CH:24][CH:25]=2)[CH:6]=[CH:5][N:4]=1.[C:39](O)(=[O:41])[CH3:40]. (3) Given the product [CH2:38]([O:40][C:41](=[O:74])[C@H:42]([CH2:51][C:52]1[C:57]([I:14])=[CH:56][C:55]([O:58][C:59]([O:61][C:62]([CH3:63])([CH3:64])[CH3:65])=[O:60])=[C:54]([O:66][C:67]([O:69][C:70]([CH3:73])([CH3:72])[CH3:71])=[O:68])[CH:53]=1)[NH:43][C:44]([O:46][C:47]([CH3:48])([CH3:49])[CH3:50])=[O:45])[CH3:39], predict the reactants needed to synthesize it. The reactants are: II.FC(F)(F)C(OC1C(OC(=O)C(F)(F)F)=C([I:14])C=CC=1)=O.O=C([C@H](CC1C=C(O)C(O)=CC=1)N)O.[CH2:38]([O:40][C:41](=[O:74])[C@H:42]([CH2:51][C:52]1[CH:57]=[CH:56][C:55]([O:58][C:59]([O:61][C:62]([CH3:65])([CH3:64])[CH3:63])=[O:60])=[C:54]([O:66][C:67]([O:69][C:70]([CH3:73])([CH3:72])[CH3:71])=[O:68])[CH:53]=1)[NH:43][C:44]([O:46][C:47]([CH3:50])([CH3:49])[CH3:48])=[O:45])[CH3:39]. (4) Given the product [ClH:19].[C:35]1([CH:41]([C:42]2[CH:43]=[CH:44][CH:45]=[CH:46][CH:47]=2)[NH:48][C:7]([NH:34][CH:27]([C:21]2[CH:22]=[CH:23][C:24]([Cl:26])=[CH:25][C:20]=2[Cl:19])[CH2:28][N:29]2[CH:33]=[CH:32][N:31]=[CH:30]2)=[N:1][C:2]2[S:3][CH:4]=[CH:5][N:6]=2)[CH:40]=[CH:39][CH:38]=[CH:37][CH:36]=1, predict the reactants needed to synthesize it. The reactants are: [NH2:1][C:2]1[S:3][CH:4]=[CH:5][N:6]=1.[C:7](C1NC=CN=1)(C1NC=CN=1)=S.[Cl:19][C:20]1[CH:25]=[C:24]([Cl:26])[CH:23]=[CH:22][C:21]=1[CH:27]([NH2:34])[CH2:28][N:29]1[CH:33]=[CH:32][N:31]=[CH:30]1.[C:35]1([CH:41]([NH2:48])[C:42]2[CH:47]=[CH:46][CH:45]=[CH:44][CH:43]=2)[CH:40]=[CH:39][CH:38]=[CH:37][CH:36]=1. (5) Given the product [CH3:1][O:2][C:3](=[O:32])[C:4]1[CH:9]=[CH:8][C:7]([O:10][CH2:11][CH2:12][CH2:13][O:41]/[N:40]=[CH:39]/[C:36]2[CH:37]=[CH:38][C:33]([C:42]3[CH:43]=[CH:44][CH:45]=[CH:46][CH:47]=3)=[CH:34][CH:35]=2)=[CH:6][C:5]=1[NH:15][C:16](=[O:31])[C:17]1[CH:22]=[C:21]([C:23]([F:26])([F:25])[F:24])[CH:20]=[C:19]([C:27]([F:30])([F:29])[F:28])[CH:18]=1, predict the reactants needed to synthesize it. The reactants are: [CH3:1][O:2][C:3](=[O:32])[C:4]1[CH:9]=[CH:8][C:7]([O:10][CH2:11][CH2:12][CH2:13]Br)=[CH:6][C:5]=1[NH:15][C:16](=[O:31])[C:17]1[CH:22]=[C:21]([C:23]([F:26])([F:25])[F:24])[CH:20]=[C:19]([C:27]([F:30])([F:29])[F:28])[CH:18]=1.[C:33]1([C:42]2[CH:47]=[CH:46][CH:45]=[CH:44][CH:43]=2)[CH:38]=[CH:37][C:36]([CH:39]=[N:40][OH:41])=[CH:35][CH:34]=1.C(=O)([O-])[O-].[Cs+].[Cs+]. (6) Given the product [CH2:1]([O:8][N:9]([CH2:12][CH:13]1[CH:17]([CH2:18][CH2:19][CH2:20][CH3:21])[CH2:16][N:15]([CH2:22][C:23]2[CH:28]=[CH:27][C:26]([O:29][CH2:36][C:32]3[O:31][CH:35]=[CH:34][CH:33]=3)=[CH:25][CH:24]=2)[C:14]1=[O:30])[CH:10]=[O:11])[C:2]1[CH:7]=[CH:6][CH:5]=[CH:4][CH:3]=1, predict the reactants needed to synthesize it. The reactants are: [CH2:1]([O:8][N:9]([CH2:12][CH:13]1[CH:17]([CH2:18][CH2:19][CH2:20][CH3:21])[CH2:16][N:15]([CH2:22][C:23]2[CH:28]=[CH:27][C:26]([OH:29])=[CH:25][CH:24]=2)[C:14]1=[O:30])[CH:10]=[O:11])[C:2]1[CH:7]=[CH:6][CH:5]=[CH:4][CH:3]=1.[O:31]1[CH:35]=[CH:34][CH:33]=[C:32]1[CH2:36]O.C1(P(C2C=CC=CC=2)C2C=CC=CC=2)C=CC=CC=1.N(C(OCC)=O)=NC(OCC)=O. (7) Given the product [CH3:25][C:26]1[N:30]([C:19]2[CH:20]=[CH:21][C:16]([C:14]([N:11]3[CH2:12][CH2:13][N:8]([C:6]([O:5][C:1]([CH3:4])([CH3:3])[CH3:2])=[O:7])[CH2:9][CH2:10]3)=[O:15])=[CH:17][CH:18]=2)[C:29]2[CH:31]=[CH:32][CH:33]=[CH:34][C:28]=2[N:27]=1, predict the reactants needed to synthesize it. The reactants are: [C:1]([O:5][C:6]([N:8]1[CH2:13][CH2:12][N:11]([C:14]([C:16]2[CH:21]=[CH:20][C:19](B(O)O)=[CH:18][CH:17]=2)=[O:15])[CH2:10][CH2:9]1)=[O:7])([CH3:4])([CH3:3])[CH3:2].[CH3:25][C:26]1[NH:30][C:29]2[CH:31]=[CH:32][CH:33]=[CH:34][C:28]=2[N:27]=1.N1C=CC=CC=1. (8) Given the product [Cl:1][C:2]1[CH:7]=[CH:6][C:5]([CH:8]([C:20]2[CH:25]=[CH:24][C:23]([Cl:26])=[CH:22][CH:21]=2)[C:9]2[CH:10]=[C:11]3[C:16](=[CH:17][CH:18]=2)[N:15]=[CH:14][N:13]=[C:12]3[NH:29][CH:30]2[CH2:35][CH2:34][N:33]([C:36]3[CH:45]=[CH:44][C:39]([C:40]([O:42][CH3:43])=[O:41])=[CH:38][CH:37]=3)[CH2:32][CH2:31]2)=[CH:4][CH:3]=1, predict the reactants needed to synthesize it. The reactants are: [Cl:1][C:2]1[CH:7]=[CH:6][C:5]([CH:8]([C:20]2[CH:25]=[CH:24][C:23]([Cl:26])=[CH:22][CH:21]=2)[C:9]2[CH:10]=[C:11]3[C:16](=[CH:17][CH:18]=2)[N:15]=[CH:14][N:13]=[C:12]3Cl)=[CH:4][CH:3]=1.Cl.Cl.[NH2:29][CH:30]1[CH2:35][CH2:34][N:33]([C:36]2[CH:45]=[CH:44][C:39]([C:40]([O:42][CH3:43])=[O:41])=[CH:38][CH:37]=2)[CH2:32][CH2:31]1.CC(O)C. (9) Given the product [CH3:13][N:11]([CH3:12])[N:8]1[CH2:7][CH2:6][C:5]2([NH:14][C:15](=[O:26])[CH:16]([C:17]3[C:18]([CH3:25])=[CH:19][C:20]([CH3:24])=[CH:21][C:22]=3[CH3:23])[C:3]2=[O:4])[CH2:10][CH2:9]1, predict the reactants needed to synthesize it. The reactants are: CO[C:3]([C:5]1([NH:14][C:15](=[O:26])[CH2:16][C:17]2[C:22]([CH3:23])=[CH:21][C:20]([CH3:24])=[CH:19][C:18]=2[CH3:25])[CH2:10][CH2:9][N:8]([N:11]([CH3:13])[CH3:12])[CH2:7][CH2:6]1)=[O:4].CC(C)([O-])C.[K+].O.Cl. (10) Given the product [I:1][C:2]1[CH:3]=[N:4][N:5]([CH2:10][CH2:11][OH:12])[CH:6]=1, predict the reactants needed to synthesize it. The reactants are: [I:1][C:2]1[CH:3]=[N:4][NH:5][CH:6]=1.[H-].[Na+].Br[CH2:10][CH2:11][OH:12].